From a dataset of Forward reaction prediction with 1.9M reactions from USPTO patents (1976-2016). Predict the product of the given reaction. (1) Given the reactants [CH2:1]([O:3][C:4]1[CH:5]=[C:6]2[C:11](=[CH:12][CH:13]=1)[N:10]1[CH:14]=[N:15][C:16]([CH2:17][CH:18]3[CH2:23][CH2:22][CH2:21][N:20]([C:24]([O:26][C:27]([CH3:30])([CH3:29])[CH3:28])=[O:25])[C:19]3=[O:31])=[C:9]1[CH2:8][CH2:7]2)[CH3:2].[OH-:32].[Li+].O, predict the reaction product. The product is: [C:27]([O:26][C:24]([NH:20][CH2:21][CH2:22][CH2:23][CH:18]([CH2:17][C:16]1[N:15]=[CH:14][N:10]2[C:11]3[C:6](=[CH:5][C:4]([O:3][CH2:1][CH3:2])=[CH:13][CH:12]=3)[CH2:7][CH2:8][C:9]=12)[C:19]([OH:31])=[O:32])=[O:25])([CH3:28])([CH3:29])[CH3:30]. (2) Given the reactants [O-]CC.[Na+].[Na].CN(C)[CH:8]=[C:9]([O:12][C:13]1[CH:18]=[CH:17][C:16]([O:19][CH3:20])=[CH:15][CH:14]=1)[CH:10]=O.[NH2:22][C:23]([NH2:25])=[O:24], predict the reaction product. The product is: [CH3:20][O:19][C:16]1[CH:17]=[CH:18][C:13]([O:12][C:9]2[CH:8]=[N:22][C:23]([OH:24])=[N:25][CH:10]=2)=[CH:14][CH:15]=1.